From a dataset of Peptide-MHC class I binding affinity with 185,985 pairs from IEDB/IMGT. Regression. Given a peptide amino acid sequence and an MHC pseudo amino acid sequence, predict their binding affinity value. This is MHC class I binding data. (1) The peptide sequence is YMHGSIHEV. The MHC is HLA-A02:50 with pseudo-sequence HLA-A02:50. The binding affinity (normalized) is 1.00. (2) The peptide sequence is ASIENMETI. The MHC is H-2-Db with pseudo-sequence H-2-Db. The binding affinity (normalized) is 1.00. (3) The peptide sequence is ILKALGPAA. The MHC is HLA-B58:01 with pseudo-sequence HLA-B58:01. The binding affinity (normalized) is 0.0210. (4) The peptide sequence is FLKDVMESM. The MHC is HLA-B46:01 with pseudo-sequence HLA-B46:01. The binding affinity (normalized) is 0.706.